This data is from M1 muscarinic receptor agonist screen with 61,833 compounds. The task is: Binary Classification. Given a drug SMILES string, predict its activity (active/inactive) in a high-throughput screening assay against a specified biological target. (1) The drug is s1c2C(C(=C(Oc2c2c1cccc2)N)C#N)c1occc1. The result is 1 (active). (2) The drug is O(CCCCC)C(=O)Cn1c2c(oc1=O)cccc2. The result is 0 (inactive). (3) The molecule is S(CC(=O)N(c1ccccc1)C)c1ncccc1C(O)=O. The result is 0 (inactive).